Dataset: NCI-60 drug combinations with 297,098 pairs across 59 cell lines. Task: Regression. Given two drug SMILES strings and cell line genomic features, predict the synergy score measuring deviation from expected non-interaction effect. Drug 1: CC1=CC2C(CCC3(C2CCC3(C(=O)C)OC(=O)C)C)C4(C1=CC(=O)CC4)C. Drug 2: CN1C(=O)N2C=NC(=C2N=N1)C(=O)N. Cell line: UO-31. Synergy scores: CSS=-1.07, Synergy_ZIP=-0.195, Synergy_Bliss=-2.30, Synergy_Loewe=-2.77, Synergy_HSA=-2.80.